This data is from Blood-brain barrier penetration binary classification data from Martins et al.. The task is: Regression/Classification. Given a drug SMILES string, predict its absorption, distribution, metabolism, or excretion properties. Task type varies by dataset: regression for continuous measurements (e.g., permeability, clearance, half-life) or binary classification for categorical outcomes (e.g., BBB penetration, CYP inhibition). Dataset: bbb_martins. (1) The molecule is CCCSc1ccccc1N1CCN(CCCCn2c(=O)[nH]c3ccccc3c2=O)CC1. The result is 1 (penetrates BBB). (2) The molecule is O=c1[nH]c2cc(Cl)ccc2n1C1CCN(CCCC(c2ccc(F)cc2)c2ccc(F)cc2)CC1. The result is 1 (penetrates BBB). (3) The result is 1 (penetrates BBB). The compound is CN(C)N/N=C1/N=CN=C1C(N)=O.